This data is from Catalyst prediction with 721,799 reactions and 888 catalyst types from USPTO. The task is: Predict which catalyst facilitates the given reaction. (1) Reactant: Br[C:2]1[CH:20]=[N:19][C:5]2[N:6]=[C:7]([N:13]3[CH2:18][CH2:17][NH:16][CH2:15][CH2:14]3)[C:8]3[N:9]([CH:10]=[N:11][N:12]=3)[C:4]=2[CH:3]=1.[CH3:21][N:22](C=O)C. Product: [N:13]1([C:7]2[C:8]3[N:9]([CH:10]=[N:11][N:12]=3)[C:4]3[CH:3]=[C:2]([C:21]#[N:22])[CH:20]=[N:19][C:5]=3[N:6]=2)[CH2:18][CH2:17][NH:16][CH2:15][CH2:14]1. The catalyst class is: 380. (2) Reactant: [Cl:1][C:2]1[CH:7]=[CH:6][C:5]([NH:8][C:9](=[O:23])[CH2:10][NH:11][CH2:12][C:13]2[CH:18]=[CH:17][C:16]([O:19][CH3:20])=[CH:15][C:14]=2[O:21][CH3:22])=[CH:4][CH:3]=1.S([O-])([O-])(=O)=O.[Mg+2].[CH2:30]([C@H:32]1[O:34][CH2:33]1)Cl. Product: [Cl:1][C:2]1[CH:3]=[CH:4][C:5]([N:8]2[C@@H:32]([CH2:33][OH:34])[CH2:30][N:11]([CH2:12][C:13]3[CH:18]=[CH:17][C:16]([O:19][CH3:20])=[CH:15][C:14]=3[O:21][CH3:22])[CH2:10][C:9]2=[O:23])=[CH:6][CH:7]=1. The catalyst class is: 100.